This data is from TCR-epitope binding with 47,182 pairs between 192 epitopes and 23,139 TCRs. The task is: Binary Classification. Given a T-cell receptor sequence (or CDR3 region) and an epitope sequence, predict whether binding occurs between them. (1) The epitope is SSTFNVPMEKLK. The TCR CDR3 sequence is CASSYGMGTEAFF. Result: 0 (the TCR does not bind to the epitope). (2) The epitope is CTELKLSDY. The TCR CDR3 sequence is CASSLSGRGATEAFF. Result: 0 (the TCR does not bind to the epitope). (3) The TCR CDR3 sequence is CASSLVQGGVYNEQFF. The epitope is CLGGLLTMV. Result: 0 (the TCR does not bind to the epitope). (4) The epitope is RIFTIGTVTLK. The TCR CDR3 sequence is CASRRQGSGNEQFF. Result: 0 (the TCR does not bind to the epitope).